From a dataset of Full USPTO retrosynthesis dataset with 1.9M reactions from patents (1976-2016). Predict the reactants needed to synthesize the given product. (1) Given the product [Br:12][C:13]1[CH:22]=[C:21]2[C:16]([C:17]3[N:25]4[CH:26]([CH3:31])[CH2:27][CH2:28][O:29][CH2:30][C:24]4=[N:23][C:18]=3[CH:19]=[N+:20]2[O-:9])=[CH:15][CH:14]=1, predict the reactants needed to synthesize it. The reactants are: C1C=C(Cl)C=C(C(OO)=[O:9])C=1.[Br:12][C:13]1[CH:22]=[C:21]2[C:16]([C:17]3[N:25]4[CH:26]([CH3:31])[CH2:27][CH2:28][O:29][CH2:30][C:24]4=[N:23][C:18]=3[CH:19]=[N:20]2)=[CH:15][CH:14]=1.[OH-].[NH4+]. (2) Given the product [F:20][C:19]([F:21])([F:22])[CH2:18][CH2:17][O:16][CH:13]1[CH2:12][CH2:11][CH:10]([C:9]([OH:23])=[O:8])[CH2:15][CH2:14]1, predict the reactants needed to synthesize it. The reactants are: C([O:8][C:9](=[O:23])[C:10]1[CH:15]=[CH:14][C:13]([O:16][CH2:17][CH2:18][C:19]([F:22])([F:21])[F:20])=[CH:12][CH:11]=1)C1C=CC=CC=1.[H][H]. (3) Given the product [F:11][C:12]1[CH:13]=[C:14]([C:18]2([CH:24]=[O:25])[CH2:23][CH2:22][CH2:21][CH2:20][CH2:19]2)[CH:15]=[CH:16][CH:17]=1, predict the reactants needed to synthesize it. The reactants are: C(Cl)(=O)C(Cl)=O.CS(C)=O.[F:11][C:12]1[CH:13]=[C:14]([C:18]2([CH2:24][OH:25])[CH2:23][CH2:22][CH2:21][CH2:20][CH2:19]2)[CH:15]=[CH:16][CH:17]=1.C(N(CC)CC)C. (4) Given the product [CH3:16][N:17]1[CH:21]=[C:20]([C:22]2[S:26][C:25]3=[N:27][CH:3]=[C:2]([CH2:5][C:6]4[CH:7]=[C:8]5[C:13](=[CH:14][CH:15]=4)[N:12]=[CH:11][CH:10]=[CH:9]5)[N:24]3[N:23]=2)[CH:19]=[N:18]1, predict the reactants needed to synthesize it. The reactants are: Cl[CH:2]([CH2:5][C:6]1[CH:7]=[C:8]2[C:13](=[CH:14][CH:15]=1)[N:12]=[CH:11][CH:10]=[CH:9]2)[CH:3]=O.[CH3:16][N:17]1[CH:21]=[C:20]([C:22]2[S:26][C:25]([NH2:27])=[N:24][N:23]=2)[CH:19]=[N:18]1. (5) Given the product [Br:22][C:18]1[CH:17]=[C:16]([C:13]2[S:12][C:11]3[CH2:10][C:9]([CH3:24])([CH3:23])[CH2:8][C:7]4([CH2:6][CH2:5][S:4][C:1]([NH2:2])=[N:3]4)[C:15]=3[CH:14]=2)[CH:21]=[CH:20][CH:19]=1, predict the reactants needed to synthesize it. The reactants are: [C:1]([S:4][CH2:5]/[CH:6]=[C:7]1\[CH2:8][C:9]([CH3:24])([CH3:23])[CH2:10][C:11]2[S:12][C:13]([C:16]3[CH:21]=[CH:20][CH:19]=[C:18]([Br:22])[CH:17]=3)=[CH:14][C:15]\1=2)(=[NH:3])[NH2:2].C(O)(C)C.[OH-].[Na+]. (6) The reactants are: [CH2:1]([N:3]1CN(C)C[N:5]([C:10]2[S:11][C:12]3[C:18](C=O)=[CH:17][C:16]([C:21]4[CH:22]=[N:23][C:24]([C:27]([OH:30])(C)[CH3:28])=[N:25][CH:26]=4)=[CH:15][C:13]=3[N:14]=2)[C:4]1=[O:31])[CH3:2].Cl.[CH2:33]1[CH2:37][O:36][CH2:35][CH2:34]1. Given the product [CH2:1]([NH:3][C:4]([NH:5][C:10]1[S:11][C:12]2[C:18]([O:36][CH2:37][C:33]3[CH:4]=[N:3][C:1]([CH3:2])=[CH:35][CH:34]=3)=[CH:17][C:16]([C:21]3[CH:26]=[N:25][C:24]([CH:27]([OH:30])[CH3:28])=[N:23][CH:22]=3)=[CH:15][C:13]=2[N:14]=1)=[O:31])[CH3:2], predict the reactants needed to synthesize it.